Dataset: Forward reaction prediction with 1.9M reactions from USPTO patents (1976-2016). Task: Predict the product of the given reaction. The product is: [CH3:8][N:9]([CH3:22])[CH2:10][CH2:11][O:12][CH2:13][C:14]([NH:16][C@H:17]1[CH2:21][CH2:20][N:19]([S:41]([C:39]2[C:40]3[C:31]([Cl:30])=[CH:32][N:33]=[CH:34][C:35]=3[CH:36]=[CH:37][CH:38]=2)(=[O:43])=[O:42])[CH2:18]1)=[O:15]. Given the reactants FC(F)(F)C(O)=O.[CH3:8][N:9]([CH3:22])[CH2:10][CH2:11][O:12][CH2:13][C:14]([NH:16][C@H:17]1[CH2:21][CH2:20][NH:19][CH2:18]1)=[O:15].C(N(CC)CC)C.[Cl:30][C:31]1[C:40]2[C:39]([S:41](Cl)(=[O:43])=[O:42])=[CH:38][CH:37]=[CH:36][C:35]=2[CH:34]=[N:33][CH:32]=1.C(=O)([O-])O.[Na+], predict the reaction product.